Task: Predict the reactants needed to synthesize the given product.. Dataset: Full USPTO retrosynthesis dataset with 1.9M reactions from patents (1976-2016) (1) Given the product [CH3:25][O:24][C:21]1[N:20]=[CH:19][C:18]([N:15]2[CH2:16][CH2:17][CH:12]([CH2:10][OH:9])[CH2:13][CH2:14]2)=[CH:23][CH:22]=1, predict the reactants needed to synthesize it. The reactants are: [H-].[H-].[H-].[H-].[Li+].[Al+3].C([O:9][C:10]([CH:12]1[CH2:17][CH2:16][N:15]([C:18]2[CH:19]=[N:20][C:21]([O:24][CH3:25])=[CH:22][CH:23]=2)[CH2:14][CH2:13]1)=O)C.O. (2) Given the product [F:33][C:34]([F:39])([F:38])[C:35]([OH:37])=[O:36].[Cl:1][C:2]1[CH:3]=[CH:4][C:5]([NH:8][C:9](=[O:32])[C:10]2[CH:15]=[CH:14][CH:13]=[CH:12][C:11]=2[NH:16][C:17]([CH:19]2[CH2:24][CH2:23][NH:22][CH2:21][CH2:20]2)=[O:18])=[N:6][CH:7]=1, predict the reactants needed to synthesize it. The reactants are: [Cl:1][C:2]1[CH:3]=[CH:4][C:5]([NH:8][C:9](=[O:32])[C:10]2[CH:15]=[CH:14][CH:13]=[CH:12][C:11]=2[NH:16][C:17]([CH:19]2[CH2:24][CH2:23][N:22](C(OC(C)(C)C)=O)[CH2:21][CH2:20]2)=[O:18])=[N:6][CH:7]=1.[F:33][C:34]([F:39])([F:38])[C:35]([OH:37])=[O:36]. (3) Given the product [OH:3][C:2]([C:4]([F:7])([F:6])[F:5])=[O:1].[CH3:41][N:42]([CH3:43])[CH2:9][CH2:10][CH2:11][CH2:12][CH2:13][CH2:14][N:15]1[C:19](=[O:20])[C:18]2([CH2:25][CH2:24][N:23]([C@H:26]3[CH2:31][CH2:30][C@@H:29]([CH:32]([CH3:34])[CH3:33])[CH2:28][CH2:27]3)[CH2:22][CH2:21]2)[N:17]([C:35]2[CH:40]=[CH:39][CH:38]=[CH:37][CH:36]=2)[CH2:16]1, predict the reactants needed to synthesize it. The reactants are: [OH:1][C:2]([C:4]([F:7])([F:6])[F:5])=[O:3].Br[CH2:9][CH2:10][CH2:11][CH2:12][CH2:13][CH2:14][N:15]1[C:19](=[O:20])[C:18]2([CH2:25][CH2:24][N:23]([C@H:26]3[CH2:31][CH2:30][C@@H:29]([CH:32]([CH3:34])[CH3:33])[CH2:28][CH2:27]3)[CH2:22][CH2:21]2)[N:17]([C:35]2[CH:40]=[CH:39][CH:38]=[CH:37][CH:36]=2)[CH2:16]1.[CH3:41][NH:42][CH3:43]. (4) Given the product [OH:33][CH2:32][CH2:31][NH:30][C:2]1[N:7]=[C:6]([CH3:8])[N:5]=[C:4]([NH:9][C@@H:10]2[CH2:15][CH2:14][C@H:13]([C:16]([NH:18][CH2:19][C:20]3[CH:25]=[CH:24][CH:23]=[CH:22][C:21]=3[C:26]([F:29])([F:28])[F:27])=[O:17])[CH2:12][CH2:11]2)[N:3]=1, predict the reactants needed to synthesize it. The reactants are: Cl[C:2]1[N:7]=[C:6]([CH3:8])[N:5]=[C:4]([NH:9][C@@H:10]2[CH2:15][CH2:14][C@H:13]([C:16]([NH:18][CH2:19][C:20]3[CH:25]=[CH:24][CH:23]=[CH:22][C:21]=3[C:26]([F:29])([F:28])[F:27])=[O:17])[CH2:12][CH2:11]2)[N:3]=1.[NH2:30][CH2:31][CH2:32][OH:33].C(=O)([O-])[O-].[K+].[K+]. (5) Given the product [S:1]1[CH:5]=[CH:4][C:3]2[C:6]([N:10]3[CH2:11][CH2:12][N:13]([CH2:16][CH2:17][CH2:18][CH2:19][O:20][C:21]4[CH:30]=[C:29]5[C:24]([CH2:25][CH2:26][C:27](=[O:31])[N:28]5[CH2:54][O:53][CH2:45][C:46]5[CH:47]=[CH:48][CH:49]=[CH:50][CH:51]=5)=[CH:23][CH:22]=4)[CH2:14][CH2:15]3)=[CH:7][CH:8]=[CH:9][C:2]1=2, predict the reactants needed to synthesize it. The reactants are: [S:1]1[CH:5]=[CH:4][C:3]2[C:6]([N:10]3[CH2:15][CH2:14][N:13]([CH2:16][CH2:17][CH2:18][CH2:19][O:20][C:21]4[CH:30]=[C:29]5[C:24]([CH2:25][CH2:26][C:27](=[O:31])[NH:28]5)=[CH:23][CH:22]=4)[CH2:12][CH2:11]3)=[CH:7][CH:8]=[CH:9][C:2]1=2.[H-].[Na+].[CH2:45](C(OC(Cl)[CH2:45][C:46]1[CH:51]=[CH:50][CH:49]=[CH:48][CH:47]=1)Cl)[C:46]1[CH:51]=[CH:50][CH:49]=[CH:48][CH:47]=1.[O:53]1CCC[CH2:54]1.